Predict the reactants needed to synthesize the given product. From a dataset of Full USPTO retrosynthesis dataset with 1.9M reactions from patents (1976-2016). (1) The reactants are: ClC(OCC(C)C)=O.C[N:10]1CCOCC1.[C:16]([C:19]1[N:20]=[CH:21][N:22]2[C:27](=[O:28])[N:26]([CH2:29][CH2:30][C:31]([OH:33])=O)[N:25]=[N:24][C:23]=12)(=[O:18])[NH2:17].N.C(N(CC)CC)C. Given the product [C:16]([C:19]1[N:20]=[CH:21][N:22]2[C:27](=[O:28])[N:26]([CH2:29][CH2:30][C:31]([NH2:10])=[O:33])[N:25]=[N:24][C:23]=12)(=[O:18])[NH2:17], predict the reactants needed to synthesize it. (2) Given the product [C:1]([N:4]([C@H:6]1[CH2:11][CH2:10][C@H:9]([C:12]([NH:14][C:15]2[C:19]3[CH:20]=[C:21]([CH2:24][CH2:25][OH:26])[CH:22]=[CH:23][C:18]=3[O:17][C:16]=2[C:29]([NH:31][C:32]2[CH:37]=[CH:36][C:35]([Cl:38])=[CH:34][N:33]=2)=[O:30])=[O:13])[CH2:8][CH2:7]1)[CH3:5])(=[O:3])[CH3:2], predict the reactants needed to synthesize it. The reactants are: [C:1]([N:4]([C@H:6]1[CH2:11][CH2:10][C@H:9]([C:12]([NH:14][C:15]2[C:19]3[CH:20]=[C:21]([CH2:24][C:25](OC)=[O:26])[CH:22]=[CH:23][C:18]=3[O:17][C:16]=2[C:29]([NH:31][C:32]2[CH:37]=[CH:36][C:35]([Cl:38])=[CH:34][N:33]=2)=[O:30])=[O:13])[CH2:8][CH2:7]1)[CH3:5])(=[O:3])[CH3:2].[BH4-].[Li+].Cl.C(=O)([O-])O.[Na+]. (3) Given the product [F:7][C:8]1[C:9]([C:18]([OH:1])=[O:19])=[CH:10][C:11]2[O:16][CH2:15][CH2:14][O:13][C:12]=2[CH:17]=1, predict the reactants needed to synthesize it. The reactants are: [O-:1][Mn](=O)(=O)=O.[K+].[F:7][C:8]1[C:9]([CH:18]=[O:19])=[CH:10][C:11]2[O:16][CH2:15][CH2:14][O:13][C:12]=2[CH:17]=1. (4) Given the product [CH:12]12[B:16]([CH2:6][CH2:5][CH2:4][C:2]([CH3:3])([OH:7])[CH3:1])[CH:8]([CH2:15][CH2:14][CH2:13]1)[CH2:9][CH2:10][CH2:11]2, predict the reactants needed to synthesize it. The reactants are: [CH3:1][C:2]([OH:7])([CH2:4][CH:5]=[CH2:6])[CH3:3].[CH:8]12[BH:16][CH:12]([CH2:13][CH2:14][CH2:15]1)[CH2:11][CH2:10][CH2:9]2. (5) Given the product [CH2:17]([O:16][C:14]([C:3]1[O:4][C:5]2[CH:10]=[CH:9][C:8]([CH2:11][CH3:12])=[C:7]([O:13][CH:20]([CH3:22])[CH3:21])[C:6]=2[C:2]=1[CH3:1])=[O:15])[CH3:18], predict the reactants needed to synthesize it. The reactants are: [CH3:1][C:2]1[C:6]2[C:7]([OH:13])=[C:8]([CH2:11][CH3:12])[CH:9]=[CH:10][C:5]=2[O:4][C:3]=1[C:14]([O:16][CH2:17][CH3:18])=[O:15].Br[CH:20]([CH3:22])[CH3:21].